From a dataset of Forward reaction prediction with 1.9M reactions from USPTO patents (1976-2016). Predict the product of the given reaction. (1) Given the reactants C([C@H:4]1[C@@H:21]([OH:22])[CH2:20][CH2:19][C@@:18]2([CH3:23])[C:5]1=[CH:6][CH2:7][C@@H:8]1[C@@H:17]2[CH2:16][CH2:15][C@@:13]2([CH3:14])[C@H:9]1[CH2:10][C@@H:11]([OH:25])[C@@H:12]2[OH:24])(=O)C.C[OH:27], predict the reaction product. The product is: [CH3:14][C@:13]12[CH2:15][CH2:16][C@H:17]3[C@@H:8]([CH2:7][CH:6]=[C:5]4[C@:18]3([CH3:23])[CH2:19][CH2:20][C@H:21]([OH:22])[C@@H:4]4[OH:27])[C@@H:9]1[CH2:10][C@@H:11]([OH:25])[C@@H:12]2[OH:24]. (2) Given the reactants [CH3:1][C:2]1[N:7]=[C:6]([NH:8][C:9]([C:11]23[CH2:18][C:15]([NH:19]C(=O)OCC4C=CC=CC=4)([CH2:16][CH2:17]2)[CH2:14][CH2:13][CH2:12]3)=[O:10])[CH:5]=[CH:4][N:3]=1, predict the reaction product. The product is: [NH2:19][C:15]12[CH2:18][C:11]([C:9]([NH:8][C:6]3[CH:5]=[CH:4][N:3]=[C:2]([CH3:1])[N:7]=3)=[O:10])([CH2:17][CH2:16]1)[CH2:12][CH2:13][CH2:14]2. (3) Given the reactants [CH:1]1[C:13]2[CH2:12][C:11]3[C:6](=[CH:7][CH:8]=[CH:9][CH:10]=3)[C:5]=2[CH:4]=[CH:3][CH:2]=1.C([Li])CCC.CCCCCC.[C:25]([C:29]1[CH:30]=[C:31]([CH3:47])[C:32](=[C:34]([C:41]2[CH:46]=[CH:45][CH:44]=[CH:43][CH:42]=2)[C:35]2[CH:40]=[CH:39][CH:38]=[CH:37][CH:36]=2)[CH:33]=1)([CH3:28])([CH3:27])[CH3:26].O, predict the reaction product. The product is: [C:25]([C:29]1[CH:30]=[C:31]([CH3:47])[CH:32]([C:34]([C:1]2[C:13]3[CH2:12][C:11]4[C:6](=[CH:7][CH:8]=[CH:9][CH:10]=4)[C:5]=3[CH:4]=[CH:3][CH:2]=2)([C:35]2[CH:36]=[CH:37][CH:38]=[CH:39][CH:40]=2)[C:41]2[CH:42]=[CH:43][CH:44]=[CH:45][CH:46]=2)[CH:33]=1)([CH3:26])([CH3:27])[CH3:28]. (4) Given the reactants [F:1][C:2]1[C:3]([C:10]([F:13])([F:12])[F:11])=[N:4][CH:5]=[CH:6][C:7]=1[CH2:8][OH:9], predict the reaction product. The product is: [F:1][C:2]1[C:3]([C:10]([F:12])([F:13])[F:11])=[N:4][CH:5]=[CH:6][C:7]=1[CH:8]=[O:9]. (5) Given the reactants [H-].[Na+].[N+](C(C)C)([O-])=[O:4].Br[CH2:10][C:11]1[CH:16]=[CH:15][CH:14]=[C:13]([Cl:17])[C:12]=1[F:18], predict the reaction product. The product is: [Cl:17][C:13]1[C:12]([F:18])=[C:11]([CH:16]=[CH:15][CH:14]=1)[CH:10]=[O:4].